This data is from Catalyst prediction with 721,799 reactions and 888 catalyst types from USPTO. The task is: Predict which catalyst facilitates the given reaction. (1) Reactant: [C:1]1([CH:7]([S:10][C:11]2[CH:16]=[CH:15][CH:14]=[CH:13][CH:12]=2)[CH2:8][OH:9])[CH:6]=[CH:5][CH:4]=[CH:3][CH:2]=1.[C:17](OC)(=[O:21])[C:18]([CH3:20])=[CH2:19].C([Sn](=O)CCCC)CCC.COC1C=CC(O)=CC=1. Product: [C:17]([O:9][CH2:8][CH:7]([C:1]1[CH:2]=[CH:3][CH:4]=[CH:5][CH:6]=1)[S:10][C:11]1[CH:16]=[CH:15][CH:14]=[CH:13][CH:12]=1)(=[O:21])[C:18]([CH3:20])=[CH2:19]. The catalyst class is: 244. (2) Reactant: [OH:1][C:2]1[CH:3]=[C:4]2[C:9](=[CH:10][C:11]=1[CH3:12])[O:8][C:7]1([CH2:21][C:20]([CH3:23])([CH3:22])[C:19]3[C:14](=[CH:15][C:16]([CH3:25])=[C:17]([OH:24])[CH:18]=3)[O:13]1)[CH2:6][C:5]2([CH3:27])[CH3:26].Br[CH2:29][C:30]([O:32][CH2:33][CH3:34])=[O:31].C([O-])([O-])=O.[K+].[K+].Cl. Product: [CH2:33]([O:32][C:30](=[O:31])[CH2:29][O:24][C:17]1[CH:18]=[C:19]2[C:14](=[CH:15][C:16]=1[CH3:25])[O:13][C:7]1([CH2:6][C:5]([CH3:27])([CH3:26])[C:4]3[C:9](=[CH:10][C:11]([CH3:12])=[C:2]([OH:1])[CH:3]=3)[O:8]1)[CH2:21][C:20]2([CH3:22])[CH3:23])[CH3:34]. The catalyst class is: 3. (3) Reactant: [Cl:1][C:2]1[CH:3]=[C:4]([CH2:9][CH2:10][CH2:11][C:12](O)=[O:13])[CH:5]=[CH:6][C:7]=1[Cl:8].B.C1COCC1. Product: [Cl:1][C:2]1[CH:3]=[C:4]([CH2:9][CH2:10][CH2:11][CH2:12][OH:13])[CH:5]=[CH:6][C:7]=1[Cl:8]. The catalyst class is: 1. (4) Reactant: [CH3:1][N:2]([CH3:6])[CH2:3][CH2:4][OH:5].[H-].[Na+].[Br:9][C:10]1[CH:11]=[N:12][C:13](Cl)=[N:14][CH:15]=1. Product: [Br:9][C:10]1[CH:11]=[N:12][C:13]([O:5][CH2:4][CH2:3][N:2]([CH3:6])[CH3:1])=[N:14][CH:15]=1. The catalyst class is: 627. (5) Reactant: [Br:1][C:2]1[C:3]([C:16]([F:19])([F:18])[F:17])=[CH:4][C:5]([N+:13]([O-:15])=[O:14])=[C:6]([N:8]([CH3:12])[CH2:9][CH2:10]O)[CH:7]=1.N1C=CC=CC=1.S(Cl)([Cl:28])=O. Product: [Br:1][C:2]1[C:3]([C:16]([F:19])([F:18])[F:17])=[CH:4][C:5]([N+:13]([O-:15])=[O:14])=[C:6]([CH:7]=1)[N:8]([CH2:9][CH2:10][Cl:28])[CH3:12]. The catalyst class is: 2. (6) Reactant: CCN=C=NCCCN(C)C.Cl.[F:13][C:14]([F:39])([F:38])[C:15]1[CH:16]=[C:17]([CH:31]=[C:32]([C:34]([F:37])([F:36])[F:35])[CH:33]=1)[CH2:18][N:19]1[C:23]([O:24][CH2:25][CH2:26][CH3:27])=[C:22]([C:28]([OH:30])=O)[N:21]=[N:20]1.[Cl:40][C:41]1[CH:49]=[CH:48][CH:47]=[CH:46][C:42]=1[CH2:43][NH:44][CH3:45]. Product: [Cl:40][C:41]1[CH:49]=[CH:48][CH:47]=[CH:46][C:42]=1[CH2:43][N:44]([CH3:45])[C:28]([C:22]1[N:21]=[N:20][N:19]([CH2:18][C:17]2[CH:16]=[C:15]([C:14]([F:38])([F:39])[F:13])[CH:33]=[C:32]([C:34]([F:35])([F:37])[F:36])[CH:31]=2)[C:23]=1[O:24][CH2:25][CH2:26][CH3:27])=[O:30]. The catalyst class is: 166. (7) Reactant: [Cr](Cl)([O-])(=O)=O.[NH+]1C=CC=CC=1.[N:12]1([CH2:17][CH2:18][CH2:19][O:20][C:21]2[CH:26]=[CH:25][C:24]([C:27]3([CH2:33][OH:34])[CH2:32][CH2:31][O:30][CH2:29][CH2:28]3)=[CH:23][CH:22]=2)[CH2:16][CH2:15][CH2:14][CH2:13]1.S([O-])([O-])(=O)=O.[Mg+2]. Product: [N:12]1([CH2:17][CH2:18][CH2:19][O:20][C:21]2[CH:26]=[CH:25][C:24]([C:27]3([CH:33]=[O:34])[CH2:28][CH2:29][O:30][CH2:31][CH2:32]3)=[CH:23][CH:22]=2)[CH2:16][CH2:15][CH2:14][CH2:13]1. The catalyst class is: 4. (8) Reactant: [CH2:1]([C:3]1[C:12]([OH:13])=[CH:11][C:10]2[C:5](=[CH:6][CH:7]=[N:8][CH:9]=2)[N:4]=1)[CH3:2].Cl[C:15]1[C:24]2[C:19](=[CH:20][C:21]([O:27][CH3:28])=[C:22]([O:25][CH3:26])[CH:23]=2)[N:18]=[CH:17][CH:16]=1.O. Product: [CH3:26][O:25][C:22]1[CH:23]=[C:24]2[C:19](=[CH:20][C:21]=1[O:27][CH3:28])[N:18]=[CH:17][CH:16]=[C:15]2[O:13][C:12]1[C:3]([CH2:1][CH3:2])=[N:4][C:5]2[C:10]([CH:11]=1)=[CH:9][N:8]=[CH:7][CH:6]=2. The catalyst class is: 420.